From a dataset of Full USPTO retrosynthesis dataset with 1.9M reactions from patents (1976-2016). Predict the reactants needed to synthesize the given product. (1) Given the product [C:37]([O:36][C:34]([CH2:33][N:6]1[C:7]([C:16]2[CH:17]=[C:18]3[C:23](=[CH:24][CH:25]=2)[N:22]=[C:21]([C:26]2[S:30][C:29]([CH3:31])=[N:28][C:27]=2[CH3:32])[CH:20]=[CH:19]3)=[C:8]([CH:10]2[CH2:11][CH2:12][CH2:13][CH2:14][CH2:15]2)[CH:9]=[C:5]1[C:3]([OH:4])=[O:2])=[O:35])([CH3:40])([CH3:38])[CH3:39], predict the reactants needed to synthesize it. The reactants are: C[O:2][C:3]([C:5]1[N:6]([CH2:33][C:34]([O:36][C:37]([CH3:40])([CH3:39])[CH3:38])=[O:35])[C:7]([C:16]2[CH:17]=[C:18]3[C:23](=[CH:24][CH:25]=2)[N:22]=[C:21]([C:26]2[S:30][C:29]([CH3:31])=[N:28][C:27]=2[CH3:32])[CH:20]=[CH:19]3)=[C:8]([CH:10]2[CH2:15][CH2:14][CH2:13][CH2:12][CH2:11]2)[CH:9]=1)=[O:4].[OH-].[Na+]. (2) Given the product [CH3:32][C:33]1[CH:38]=[CH:37][C:36]([S:39]([O:24][CH2:23][CH2:22][O:21][CH2:20][CH2:19][CH2:18][N:10]([C:11]([O:12][C:13]([CH3:14])([CH3:15])[CH3:16])=[O:17])[CH2:9][CH2:8][C:4]2[CH:5]=[CH:6][CH:7]=[C:2]([Cl:1])[CH:3]=2)(=[O:41])=[O:40])=[CH:35][CH:34]=1, predict the reactants needed to synthesize it. The reactants are: [Cl:1][C:2]1[CH:3]=[C:4]([CH2:8][CH2:9][N:10]([CH2:18][CH2:19][CH2:20][O:21][CH2:22][CH2:23][OH:24])[C:11](=[O:17])[O:12][C:13]([CH3:16])([CH3:15])[CH3:14])[CH:5]=[CH:6][CH:7]=1.C(N(CC)CC)C.[CH3:32][C:33]1[CH:38]=[CH:37][C:36]([S:39](Cl)(=[O:41])=[O:40])=[CH:35][CH:34]=1. (3) Given the product [Cl:10][C:9]1[C:4]([CH2:3][NH:2][C:18]([CH:15]2[CH2:16][CH2:17][N:12]([CH3:11])[C:13](=[O:21])[CH2:14]2)=[O:19])=[N:5][CH:6]=[CH:7][N:8]=1, predict the reactants needed to synthesize it. The reactants are: Cl.[NH2:2][CH2:3][C:4]1[C:9]([Cl:10])=[N:8][CH:7]=[CH:6][N:5]=1.[CH3:11][N:12]1[CH2:17][CH2:16][CH:15]([C:18](O)=[O:19])[CH2:14][C:13]1=[O:21].